From a dataset of Peptide-MHC class I binding affinity with 185,985 pairs from IEDB/IMGT. Regression. Given a peptide amino acid sequence and an MHC pseudo amino acid sequence, predict their binding affinity value. This is MHC class I binding data. (1) The peptide sequence is QIYAGIKVK. The MHC is HLA-B44:02 with pseudo-sequence HLA-B44:02. The binding affinity (normalized) is 0.128. (2) The peptide sequence is KVLFLAAFV. The MHC is HLA-A02:02 with pseudo-sequence HLA-A02:02. The binding affinity (normalized) is 0.865.